From a dataset of Forward reaction prediction with 1.9M reactions from USPTO patents (1976-2016). Predict the product of the given reaction. (1) Given the reactants [CH2:1]([N:3]1CN(C)C[N:5]([C:10]2[S:11][C:12]3[C:18]([CH2:19][O:20][CH2:21][CH2:22][O:23][CH3:24])=[CH:17][C:16]([C:25]4[CH:26]=[N:27][C:28]([N:31]5[CH2:36][CH2:35][C:34]([CH3:42])([C:37]([O:39]CC)=[O:38])[CH2:33][CH2:32]5)=[N:29][CH:30]=4)=[CH:15][C:13]=3[N:14]=2)[C:4]1=[O:43])[CH3:2].[OH-].[Na+].Cl, predict the reaction product. The product is: [CH2:1]([NH:3][C:4]([NH:5][C:10]1[S:11][C:12]2[C:18]([CH2:19][O:20][CH2:21][CH2:22][O:23][CH3:24])=[CH:17][C:16]([C:25]3[CH:26]=[N:27][C:28]([N:31]4[CH2:32][CH2:33][C:34]([CH3:42])([C:37]([OH:39])=[O:38])[CH2:35][CH2:36]4)=[N:29][CH:30]=3)=[CH:15][C:13]=2[N:14]=1)=[O:43])[CH3:2]. (2) Given the reactants C[O:2][C:3]([C:5]1[N:6]([C:10]2[C:19]([N+:20]([O-])=O)=[CH:18][C:13]([C:14]([O:16][CH3:17])=[O:15])=[CH:12][N:11]=2)[CH:7]=[CH:8][CH:9]=1)=O.P(OC1C=CC=CC=1)(OC1C=CC=CC=1)OC1C=CC=CC=1, predict the reaction product. The product is: [O:2]=[C:3]1[NH:20][C:19]2[CH:18]=[C:13]([C:14]([O:16][CH3:17])=[O:15])[CH:12]=[N:11][C:10]=2[N:6]2[CH:7]=[CH:8][CH:9]=[C:5]12. (3) The product is: [Br:22][CH2:1][C:2]1[CH:7]=[C:6]([N+:8]([O-:10])=[O:9])[CH:5]=[CH:4][C:3]=1[C:11]([F:12])([F:13])[F:14]. Given the reactants [CH3:1][C:2]1[CH:7]=[C:6]([N+:8]([O-:10])=[O:9])[CH:5]=[CH:4][C:3]=1[C:11]([F:14])([F:13])[F:12].C1C(=O)N([Br:22])C(=O)C1, predict the reaction product.